From a dataset of Forward reaction prediction with 1.9M reactions from USPTO patents (1976-2016). Predict the product of the given reaction. The product is: [OH:1][C:2]1([C:41]2[CH:55]=[CH:54][CH:53]=[CH:52][C:42]=2[O:43][CH2:44][CH2:45][CH2:46][C:47]([OH:49])=[O:48])[CH2:3][CH2:4][N:5]([C:8]([C@:10]2([O:31][C:32]3[CH:36]=[C:35]([C:37]([F:40])([F:38])[F:39])[S:34][CH:33]=3)[CH2:15][CH2:14][CH2:13][N:12]([C:16](=[O:27])[C:17]3[C:22]([C:23]([F:24])([F:26])[F:25])=[CH:21][CH:20]=[N:19][CH:18]=3)[C@@H:11]2[CH2:28][CH2:29][CH3:30])=[O:9])[CH2:6][CH2:7]1. Given the reactants [OH:1][C:2]1([C:41]2[CH:55]=[CH:54][CH:53]=[CH:52][C:42]=2[O:43][CH2:44][CH2:45][CH2:46][C:47]([O:49]CC)=[O:48])[CH2:7][CH2:6][N:5]([C:8]([C@:10]2([O:31][C:32]3[CH:36]=[C:35]([C:37]([F:40])([F:39])[F:38])[S:34][CH:33]=3)[CH2:15][CH2:14][CH2:13][N:12]([C:16](=[O:27])[C:17]3[C:22]([C:23]([F:26])([F:25])[F:24])=[CH:21][CH:20]=[N:19][CH:18]=3)[C@@H:11]2[CH2:28][CH2:29][CH3:30])=[O:9])[CH2:4][CH2:3]1.[OH-].[K+], predict the reaction product.